Dataset: Peptide-MHC class II binding affinity with 134,281 pairs from IEDB. Task: Regression. Given a peptide amino acid sequence and an MHC pseudo amino acid sequence, predict their binding affinity value. This is MHC class II binding data. (1) The peptide sequence is VCGMFTNRSGSQQW. The MHC is HLA-DQA10301-DQB10302 with pseudo-sequence HLA-DQA10301-DQB10302. The binding affinity (normalized) is 0. (2) The peptide sequence is AVFEAALTKAITAMS. The MHC is HLA-DPA10201-DPB10101 with pseudo-sequence HLA-DPA10201-DPB10101. The binding affinity (normalized) is 0.421. (3) The peptide sequence is ENLPYLVAYQATVCARAQAP. The MHC is DRB1_0901 with pseudo-sequence DRB1_0901. The binding affinity (normalized) is 0.273. (4) The peptide sequence is VEDEARRMWASAQNI. The MHC is DRB1_1201 with pseudo-sequence DRB1_1201. The binding affinity (normalized) is 0.211. (5) The peptide sequence is NPPFGDSYIIVGRGD. The MHC is HLA-DQA10303-DQB10402 with pseudo-sequence HLA-DQA10303-DQB10402. The binding affinity (normalized) is 0.347. (6) The peptide sequence is LGEVFIAQSKGLYRQ. The MHC is DRB1_1501 with pseudo-sequence DRB1_1501. The binding affinity (normalized) is 0.552. (7) The peptide sequence is LQLIRLAASLQHYGL. The MHC is DRB1_0401 with pseudo-sequence DRB1_0401. The binding affinity (normalized) is 0.924. (8) The MHC is DRB1_0301 with pseudo-sequence DRB1_0301. The binding affinity (normalized) is 0.278. The peptide sequence is KYVAMVMDHILLGV.